From a dataset of Reaction yield outcomes from USPTO patents with 853,638 reactions. Predict the reaction yield, written as a fraction of the theoretical maximum amount of product (1.0 means a 100% yield; for example, 0.34 means a 34% yield). (1) No catalyst specified. The yield is 0.600. The reactants are Br[CH2:2][C:3]1[CH:13]=[CH:12][C:6]([C:7]([O:9][CH2:10][CH3:11])=[O:8])=[CH:5][CH:4]=1.C([N:17]([CH:20]([CH3:22])C)[CH2:18][CH3:19])(C)C.[CH2:23](O)[CH3:24]. The product is [CH2:10]([O:9][C:7](=[O:8])[C:6]1[CH:12]=[CH:13][C:3]([CH2:2][N:17]2[CH2:18][CH2:19][C:23]3([C:24]4[C:5](=[CH:4][CH:3]=[CH:13][CH:12]=4)[CH:6]=[CH:7]3)[CH2:22][CH2:20]2)=[CH:4][CH:5]=1)[CH3:11]. (2) The reactants are [C:1]([CH:3]1[CH2:7][CH2:6][CH2:5][CH2:4]1)#[CH:2].C(N(CC)CC)C.Br[C:16]1[CH:37]=[CH:36][C:19]([C:20]([NH:22][S:23]([C:26]2[CH:31]=[CH:30][CH:29]=[CH:28][C:27]=2[S:32](=[O:35])(=[O:34])[NH2:33])(=[O:25])=[O:24])=[O:21])=[CH:18][C:17]=1[O:38][CH:39]([CH3:41])[CH3:40]. The catalyst is CN(C)C=O.C1C=CC([P]([Pd]([P](C2C=CC=CC=2)(C2C=CC=CC=2)C2C=CC=CC=2)([P](C2C=CC=CC=2)(C2C=CC=CC=2)C2C=CC=CC=2)[P](C2C=CC=CC=2)(C2C=CC=CC=2)C2C=CC=CC=2)(C2C=CC=CC=2)C2C=CC=CC=2)=CC=1.[Cu]I. The product is [CH:3]1([C:1]#[C:2][C:16]2[CH:37]=[CH:36][C:19]([C:20]([NH:22][S:23]([C:26]3[CH:31]=[CH:30][CH:29]=[CH:28][C:27]=3[S:32](=[O:34])(=[O:35])[NH2:33])(=[O:24])=[O:25])=[O:21])=[CH:18][C:17]=2[O:38][CH:39]([CH3:41])[CH3:40])[CH2:7][CH2:6][CH2:5][CH2:4]1. The yield is 0.110. (3) The reactants are [CH3:1][C:2]1[N:29]=[C:5]2[NH:6][C:7](=[O:28])[C:8]([CH2:13][C:14]3[CH:19]=[CH:18][C:17]([C:20]4[C:21]([C:26]#[N:27])=[CH:22][CH:23]=[CH:24][CH:25]=4)=[CH:16][CH:15]=3)=[C:9]([CH2:10][CH2:11][CH3:12])[N:4]2[N:3]=1.I[CH:31]([CH2:33][CH3:34])[CH3:32].C(=O)([O-])[O-].[K+].[K+].CN(C)C(=O)C. The catalyst is C(OCC)(=O)C. The product is [CH3:1][C:2]1[N:29]=[C:5]2[N:6]([CH:31]([CH3:32])[CH2:33][CH3:34])[C:7](=[O:28])[C:8]([CH2:13][C:14]3[CH:19]=[CH:18][C:17]([C:20]4[C:21]([C:26]#[N:27])=[CH:22][CH:23]=[CH:24][CH:25]=4)=[CH:16][CH:15]=3)=[C:9]([CH2:10][CH2:11][CH3:12])[N:4]2[N:3]=1. The yield is 0.220.